This data is from Reaction yield outcomes from USPTO patents with 853,638 reactions. The task is: Predict the reaction yield, written as a fraction of the theoretical maximum amount of product (1.0 means a 100% yield; for example, 0.34 means a 34% yield). (1) The reactants are [N:1]1[CH:6]=[CH:5][CH:4]=[C:3]([C:7]2[CH:15]=[C:14]3[C:10]([CH2:11][C:12](=[O:16])[NH:13]3)=[CH:9][CH:8]=2)[CH:2]=1.[CH2:17]([N:19]([CH2:34][CH3:35])[CH2:20][CH2:21][NH:22][C:23]([C:25]1[C:29]([CH3:30])=[C:28]([CH:31]=O)[NH:27][C:26]=1[CH3:33])=[O:24])[CH3:18]. No catalyst specified. The product is [CH2:34]([N:19]([CH2:17][CH3:18])[CH2:20][CH2:21][NH:22][C:23]([C:25]1[C:29]([CH3:30])=[C:28]([CH:31]=[C:11]2[C:10]3[C:14](=[CH:15][C:7]([C:3]4[CH:2]=[N:1][CH:6]=[CH:5][CH:4]=4)=[CH:8][CH:9]=3)[NH:13][C:12]2=[O:16])[NH:27][C:26]=1[CH3:33])=[O:24])[CH3:35]. The yield is 0.330. (2) The reactants are [Cl:1][C:2]1[CH:3]=[C:4]([NH:15][C:16]2[C:25]3[C:20](=[CH:21][CH:22]=[CH:23][C:24]=3[O:26][CH2:27][C@H:28]3[CH2:33][CH2:32][CH2:31][NH:30][CH2:29]3)[N:19]=[CH:18][N:17]=2)[CH:5]=[CH:6][C:7]=1[O:8][CH2:9][C:10]1[N:11]=[CH:12][S:13][CH:14]=1.[C:34](O)(=[O:37])[CH2:35][OH:36]. No catalyst specified. The product is [Cl:1][C:2]1[CH:3]=[C:4]([NH:15][C:16]2[C:25]3[C:20](=[CH:21][CH:22]=[CH:23][C:24]=3[O:26][CH2:27][C@H:28]3[CH2:33][CH2:32][CH2:31][N:30]([C:35](=[O:36])[CH2:34][OH:37])[CH2:29]3)[N:19]=[CH:18][N:17]=2)[CH:5]=[CH:6][C:7]=1[O:8][CH2:9][C:10]1[N:11]=[CH:12][S:13][CH:14]=1. The yield is 0.350. (3) The product is [F:27][C:22]1[C:21]2[NH:20][CH:19]=[C:18]3[C:28](=[O:29])[N:15]([C:12]4[CH:13]=[CH:14][C:9]([NH:8][C:3](=[O:4])[CH:2]([CH3:1])[CH2:6][CH3:7])=[CH:10][CH:11]=4)[N:16]=[C:17]3[C:26]=2[CH:25]=[CH:24][CH:23]=1. The yield is 0.260. The reactants are [CH3:1][CH:2]([CH2:6][CH3:7])[C:3](Cl)=[O:4].[NH2:8][C:9]1[CH:14]=[CH:13][C:12]([N:15]2[C:28](=[O:29])[C:18]3=[CH:19][NH:20][C:21]4[C:22]([F:27])=[CH:23][CH:24]=[CH:25][C:26]=4[C:17]3=[N:16]2)=[CH:11][CH:10]=1.C(N(CC)CC)C. The catalyst is CN(C)C1C=CN=CC=1.ClCCl.